This data is from Reaction yield outcomes from USPTO patents with 853,638 reactions. The task is: Predict the reaction yield, written as a fraction of the theoretical maximum amount of product (1.0 means a 100% yield; for example, 0.34 means a 34% yield). (1) The reactants are [Br:1][C:2]1[C:8]([F:9])=[CH:7][CH:6]=[CH:5][C:3]=1[NH2:4].[C:10](Cl)(=[O:14])[CH2:11][CH2:12][CH3:13].N1C=CC=CC=1.O. The catalyst is C(Cl)Cl. The product is [Br:1][C:2]1[C:8]([F:9])=[CH:7][CH:6]=[CH:5][C:3]=1[NH:4][C:10](=[O:14])[CH2:11][CH2:12][CH3:13]. The yield is 0.730. (2) The reactants are [Cl:1][C:2]1[CH:7]=[CH:6][C:5]([C@@:8]2(O)[CH2:13][CH2:12][N:11]([C:14](=[O:27])[C@H:15]([NH:19][C:20]([CH:22]3[CH2:26][CH2:25][CH2:24][CH2:23]3)=[O:21])[CH:16]([CH3:18])[CH3:17])[CH2:10][C:9]2([CH3:29])[CH3:28])=[CH:4][CH:3]=1.CCN(S(F)(F)[F:37])CC. The catalyst is C(Cl)Cl. The product is [Cl:1][C:2]1[CH:7]=[CH:6][C:5]([C@@:8]2([F:37])[CH2:13][CH2:12][N:11]([C:14](=[O:27])[C@H:15]([NH:19][C:20]([CH:22]3[CH2:26][CH2:25][CH2:24][CH2:23]3)=[O:21])[CH:16]([CH3:18])[CH3:17])[CH2:10][C:9]2([CH3:29])[CH3:28])=[CH:4][CH:3]=1. The yield is 0.510. (3) The reactants are [N+:1]([C:4]1[CH:15]=[CH:14][C:7]([C:8]([NH:10][CH2:11][C:12]#[CH:13])=[O:9])=[CH:6][CH:5]=1)([O-:3])=[O:2].[OH-].[K+].C(O)(=O)C. The catalyst is C(O)C. The product is [CH3:13][C:12]1[O:9][C:8]([C:7]2[CH:6]=[CH:5][C:4]([N+:1]([O-:3])=[O:2])=[CH:15][CH:14]=2)=[N:10][CH:11]=1. The yield is 0.460. (4) The reactants are [C:1]([C:4]1[CH:9]=[CH:8][CH:7]=[CH:6][C:5]=1B(O)O)(=[O:3])[CH3:2].[Cl:13][C:14]1[CH:19]=[CH:18][C:17](I)=[C:16]([F:21])[CH:15]=1.C(=O)([O-])[O-].[K+].[K+]. The product is [Cl:13][C:14]1[CH:19]=[CH:18][C:17]([C:5]2[CH:6]=[CH:7][CH:8]=[CH:9][C:4]=2[C:1](=[O:3])[CH3:2])=[C:16]([F:21])[CH:15]=1. The catalyst is C1(C)C=CC=CC=1.C(O)C.C1C=CC([P]([Pd]([P](C2C=CC=CC=2)(C2C=CC=CC=2)C2C=CC=CC=2)([P](C2C=CC=CC=2)(C2C=CC=CC=2)C2C=CC=CC=2)[P](C2C=CC=CC=2)(C2C=CC=CC=2)C2C=CC=CC=2)(C2C=CC=CC=2)C2C=CC=CC=2)=CC=1. The yield is 0.540. (5) The reactants are [CH:1]1([CH2:4][OH:5])[CH2:3][CH2:2]1.CC([O-])(C)C.[K+].[Br:12][C:13]1[CH:18]=[C:17]([N+:19]([O-:21])=[O:20])[CH:16]=[CH:15][C:14]=1F. The catalyst is C1COCC1. The product is [Br:12][C:13]1[CH:18]=[C:17]([N+:19]([O-:21])=[O:20])[CH:16]=[CH:15][C:14]=1[O:5][CH2:4][CH:1]1[CH2:3][CH2:2]1. The yield is 0.880. (6) The yield is 0.250. The reactants are [CH3:1][O:2][C:3](=[O:6])[CH2:4][SH:5].II. The product is [CH3:1][O:2][C:3](=[O:6])[CH2:4][S:5][S:5][CH2:4][C:3]([O:2][CH3:1])=[O:6]. No catalyst specified.